This data is from Catalyst prediction with 721,799 reactions and 888 catalyst types from USPTO. The task is: Predict which catalyst facilitates the given reaction. (1) Reactant: [CH2:1]([O:3][CH2:4][C@@H:5]([C:17]([O:19][CH3:20])=[O:18])[NH:6]C(OCC1C=CC=CC=1)=O)[CH3:2]. Product: [CH2:1]([O:3][CH2:4][C@@H:5]([C:17]([O:19][CH3:20])=[O:18])[NH2:6])[CH3:2]. The catalyst class is: 50. (2) Reactant: O.[ClH:2].[CH3:3][N:4]([CH2:23][CH2:24][CH2:25][CH2:26][CH2:27][CH2:28][CH2:29][CH2:30]/[CH:31]=[CH:32]\[CH2:33][CH2:34][CH2:35][CH2:36][CH2:37][CH2:38][CH2:39][CH3:40])[CH2:5][CH2:6][CH2:7][CH2:8][CH2:9][CH2:10][CH2:11][CH2:12]/[CH:13]=[CH:14]\[CH2:15][CH2:16][CH2:17][CH2:18][CH2:19][CH2:20][CH2:21][CH3:22]. Product: [ClH:2].[CH3:3][N:4]([CH2:5][CH2:6][CH2:7][CH2:8][CH2:9][CH2:10][CH2:11][CH2:12]/[CH:13]=[CH:14]\[CH2:15][CH2:16][CH2:17][CH2:18][CH2:19][CH2:20][CH2:21][CH3:22])[CH2:23][CH2:24][CH2:25][CH2:26][CH2:27][CH2:28][CH2:29][CH2:30]/[CH:31]=[CH:32]\[CH2:33][CH2:34][CH2:35][CH2:36][CH2:37][CH2:38][CH2:39][CH3:40]. The catalyst class is: 8. (3) The catalyst class is: 16. Product: [C:1]([O:5][C:6](=[O:19])[NH:7][C:8]1[CH:13]=[C:12]([NH:24][CH2:20][CH:21]([CH3:23])[CH3:22])[C:11]([Cl:15])=[CH:10][C:9]=1[N+:16]([O-:18])=[O:17])([CH3:4])([CH3:3])[CH3:2]. Reactant: [C:1]([O:5][C:6](=[O:19])[NH:7][C:8]1[CH:13]=[C:12](Cl)[C:11]([Cl:15])=[CH:10][C:9]=1[N+:16]([O-:18])=[O:17])([CH3:4])([CH3:3])[CH3:2].[CH2:20]([NH2:24])[CH:21]([CH3:23])[CH3:22]. (4) Reactant: [Cl:1][C:2]1[CH:10]=[C:9]2[C:5]([C:6]([C:12]3[N:13]=[C:14]4[C:20]([C:21](O)=[O:22])=[CH:19][N:18]([CH2:24][O:25][CH2:26][CH2:27][Si:28]([CH3:31])([CH3:30])[CH3:29])[C:15]4=[N:16][CH:17]=3)=[N:7][N:8]2[CH3:11])=[CH:4][CH:3]=1.[NH2:32][C@@H:33]([CH3:36])[CH2:34][OH:35].CN(C(ON1N=NC2C=CC=CC1=2)=[N+](C)C)C.F[P-](F)(F)(F)(F)F.C1C=CC2N(O)N=NC=2C=1.C(N(CC)C(C)C)(C)C. Product: [OH:35][CH2:34][C@@H:33]([NH:32][C:21]([C:20]1[C:14]2[C:15](=[N:16][CH:17]=[C:12]([C:6]3[C:5]4[C:9](=[CH:10][C:2]([Cl:1])=[CH:3][CH:4]=4)[N:8]([CH3:11])[N:7]=3)[N:13]=2)[N:18]([CH2:24][O:25][CH2:26][CH2:27][Si:28]([CH3:29])([CH3:31])[CH3:30])[CH:19]=1)=[O:22])[CH3:36]. The catalyst class is: 3.